This data is from Full USPTO retrosynthesis dataset with 1.9M reactions from patents (1976-2016). The task is: Predict the reactants needed to synthesize the given product. (1) Given the product [OH:15][C:16]1[C:21]([C:22]([NH:24][CH3:25])=[O:23])=[CH:20][CH:19]=[C:18]([O:26][CH3:27])[C:17]=1[CH2:28][CH2:29][N:30]1[CH2:35][CH2:34][CH:33]([N:36]2[C:44]3[C:39](=[CH:40][CH:41]=[C:42]([C:45]([NH2:47])=[O:46])[CH:43]=3)[CH:38]=[CH:37]2)[CH2:32][CH2:31]1, predict the reactants needed to synthesize it. The reactants are: CO.O1CCCC1.C([O:15][C:16]1[C:21]([C:22]([NH:24][CH3:25])=[O:23])=[CH:20][CH:19]=[C:18]([O:26][CH3:27])[C:17]=1[CH2:28][CH2:29][N:30]1[CH2:35][CH2:34][CH:33]([N:36]2[C:44]3[C:39](=[CH:40][CH:41]=[C:42]([C:45]([NH2:47])=[O:46])[CH:43]=3)[CH:38]=[CH:37]2)[CH2:32][CH2:31]1)C1C=CC=CC=1. (2) Given the product [CH2:25]([N:27]1[CH2:32][CH2:31][N:30]([C:19]([C:18]2[CH:22]=[CH:23][C:15]([N:12]3[C:13]([OH:14])=[C:9]([C:6]4[CH:7]=[CH:8][C:3]([C:1]#[N:2])=[CH:4][C:5]=4[CH3:24])[CH:10]=[N:11]3)=[N:16][CH:17]=2)=[O:20])[CH2:29][C@@H:28]1[CH3:33])[CH3:26], predict the reactants needed to synthesize it. The reactants are: [C:1]([C:3]1[CH:8]=[CH:7][C:6]([C:9]2[CH:10]=[N:11][N:12]([C:15]3[CH:23]=[CH:22][C:18]([C:19](O)=[O:20])=[CH:17][N:16]=3)[C:13]=2[OH:14])=[C:5]([CH3:24])[CH:4]=1)#[N:2].[CH2:25]([N:27]1[CH2:32][CH2:31][NH:30][CH2:29][C@@H:28]1[CH3:33])[CH3:26]. (3) Given the product [C:51]([OH:57])([C:53]([F:56])([F:55])[F:54])=[O:52].[NH2:31][C@H:26]1[CH2:27][CH2:28][CH2:29][CH2:30][C@H:25]1[NH:24][C:4]1[N:3]=[C:2]([N:43]2[CH:44]=[C:40]([CH3:39])[N:41]=[CH:42]2)[C:7]2[C:8](=[O:22])[NH:9][CH2:10][C:6]=2[C:5]=1[F:23], predict the reactants needed to synthesize it. The reactants are: Cl[C:2]1[C:7]2[C:8](=[O:22])[N:9](CC3C=CC(OC)=CC=3OC)[CH2:10][C:6]=2[C:5]([F:23])=[C:4]([NH:24][C@@H:25]2[CH2:30][CH2:29][CH2:28][CH2:27][C@@H:26]2[NH:31]C(=O)OC(C)(C)C)[N:3]=1.[CH3:39][C:40]1[N:41]=[CH:42][NH:43][CH:44]=1.C([O-])([O-])=O.[K+].[K+].[C:51]([OH:57])([C:53]([F:56])([F:55])[F:54])=[O:52]. (4) Given the product [CH2:1]([O:3][C:4]1[CH:5]=[C:6]([C:13](=[O:44])[CH2:14][CH2:15][C:16]([NH:18][C:19]2[CH:28]=[C:27]([C:29]3[CH:43]=[CH:42][C:32]([O:33][CH2:34][C:35]([OH:37])=[O:36])=[CH:31][CH:30]=3)[C:26]3[C:21](=[CH:22][CH:23]=[CH:24][CH:25]=3)[N:20]=2)=[O:17])[CH:7]=[CH:8][C:9]=1[O:10][CH2:11][CH3:12])[CH3:2], predict the reactants needed to synthesize it. The reactants are: [CH2:1]([O:3][C:4]1[CH:5]=[C:6]([C:13](=[O:44])[CH2:14][CH2:15][C:16]([NH:18][C:19]2[CH:28]=[C:27]([C:29]3[CH:43]=[CH:42][C:32]([O:33][CH2:34][C:35]([O:37]C(C)(C)C)=[O:36])=[CH:31][CH:30]=3)[C:26]3[C:21](=[CH:22][CH:23]=[CH:24][CH:25]=3)[N:20]=2)=[O:17])[CH:7]=[CH:8][C:9]=1[O:10][CH2:11][CH3:12])[CH3:2]. (5) Given the product [ClH:15].[ClH:15].[ClH:15].[N:1]1[CH:6]=[CH:5][CH:4]=[CH:3][C:2]=1[C:7]1[CH:12]=[CH:11][CH:10]=[C:9]([NH2:13])[C:8]=1[NH2:14], predict the reactants needed to synthesize it. The reactants are: [N:1]1[CH:6]=[CH:5][CH:4]=[CH:3][C:2]=1[C:7]1[CH:12]=[CH:11][CH:10]=[C:9]([NH2:13])[C:8]=1[NH2:14].[ClH:15]. (6) Given the product [C:24]1([C@@H:30]2[CH2:35][CH2:34][C@H:33]([O:23][C:18]3[CH:19]=[C:20]4[C:15](=[CH:16][CH:17]=3)[CH:14]=[C:13]([CH2:12][N:9]3[CH2:10][CH2:11][CH:6]([C:4]([O:3][CH2:1][CH3:2])=[O:5])[CH2:7][CH2:8]3)[CH:22]=[CH:21]4)[CH2:32][CH2:31]2)[CH:29]=[CH:28][CH:27]=[CH:26][CH:25]=1, predict the reactants needed to synthesize it. The reactants are: [CH2:1]([O:3][C:4]([CH:6]1[CH2:11][CH2:10][N:9]([CH2:12][C:13]2[CH:22]=[CH:21][C:20]3[C:15](=[CH:16][CH:17]=[C:18]([OH:23])[CH:19]=3)[CH:14]=2)[CH2:8][CH2:7]1)=[O:5])[CH3:2].[C:24]1([CH:30]2[CH2:35][CH2:34][CH:33](O)[CH2:32][CH2:31]2)[CH:29]=[CH:28][CH:27]=[CH:26][CH:25]=1.C1(P(C2C=CC=CC=2)C2C=CC=CC=2)C=CC=CC=1.C1(C)C=CC=CC=1.N(C(OC(C)C)=O)=NC(OC(C)C)=O. (7) Given the product [Cl:1][C:2]1[CH:3]=[C:4]([CH2:9][CH2:10][CH2:11][NH:12][C:20](=[O:21])/[CH:19]=[C:17]2\[O:18][C:14]([CH3:13])([CH3:24])[O:15][C:16]\2=[O:23])[CH:5]=[CH:6][C:7]=1[Cl:8], predict the reactants needed to synthesize it. The reactants are: [Cl:1][C:2]1[CH:3]=[C:4]([CH2:9][CH2:10][CH2:11][NH2:12])[CH:5]=[CH:6][C:7]=1[Cl:8].[CH3:13][C:14]1([CH3:24])[O:18]/[C:17](=[CH:19]\[C:20](O)=[O:21])/[C:16](=[O:23])[O:15]1.C(Cl)CCl.C1C=CC2N(O)N=NC=2C=1.CN1CCOCC1.